From a dataset of Reaction yield outcomes from USPTO patents with 853,638 reactions. Predict the reaction yield, written as a fraction of the theoretical maximum amount of product (1.0 means a 100% yield; for example, 0.34 means a 34% yield). (1) The reactants are Cl.[CH3:2][CH:3]([O:5][C:6]1[CH:11]=[CH:10][C:9]([C:12]2[C:16]([CH:17]=[O:18])=[CH:15][NH:14][N:13]=2)=[CH:8][CH:7]=1)[CH3:4].C([O-])([O-])=O.[K+].[K+].Br[CH2:26][CH2:27][O:28][CH3:29].O. The catalyst is C(#N)C. The product is [CH:3]([O:5][C:6]1[CH:11]=[CH:10][C:9]([C:12]2[C:16]([CH:17]=[O:18])=[CH:15][N:14]([CH2:26][CH2:27][O:28][CH3:29])[N:13]=2)=[CH:8][CH:7]=1)([CH3:2])[CH3:4]. The yield is 0.720. (2) The reactants are [Cl:1][C:2]1[CH:3]=[C:4]([CH:8]([OH:19])[CH2:9][O:10][C:11]2[CH:18]=[CH:17][C:14]([CH:15]=O)=[CH:13][CH:12]=2)[CH:5]=[CH:6][CH:7]=1.[S:20]1[CH2:24][C:23](=[O:25])[NH:22][C:21]1=[O:26].N1CCCCC1. The catalyst is CCO. The product is [Cl:1][C:2]1[CH:3]=[C:4]([CH:8]([OH:19])[CH2:9][O:10][C:11]2[CH:18]=[CH:17][C:14]([CH:15]=[C:24]3[S:20][C:21](=[O:26])[NH:22][C:23]3=[O:25])=[CH:13][CH:12]=2)[CH:5]=[CH:6][CH:7]=1. The yield is 0.890. (3) The reactants are I[C:2]1[C:7]([OH:8])=[CH:6][CH:5]=[CH:4][N:3]=1.[C:9]1(B(O)O)[CH:14]=[CH:13][CH:12]=[CH:11][CH:10]=1.C([O-])([O-])=O.[Na+].[Na+]. The catalyst is COCCOC. The product is [C:9]1([C:2]2[C:7]([OH:8])=[CH:6][CH:5]=[CH:4][N:3]=2)[CH:14]=[CH:13][CH:12]=[CH:11][CH:10]=1. The yield is 0.410. (4) The product is [CH:1]([N:14]1[C:22]2[C:17](=[CH:18][C:19]([Cl:23])=[CH:20][CH:21]=2)[C:16]([CH2:51][CH2:50][CH2:49][C:46]2[CH:47]=[CH:48][C:43]([C:42]([OH:53])=[O:41])=[CH:44][CH:45]=2)=[C:15]1[CH2:24][CH2:25][NH:26][S:27]([CH2:30][C:31]1[CH:36]=[CH:35][C:34]([Cl:37])=[C:33]([Cl:38])[CH:32]=1)(=[O:28])=[O:29])([C:2]1[CH:7]=[CH:6][CH:5]=[CH:4][CH:3]=1)[C:8]1[CH:9]=[CH:10][CH:11]=[CH:12][CH:13]=1. The reactants are [CH:1]([N:14]1[C:22]2[C:17](=[CH:18][C:19]([Cl:23])=[CH:20][CH:21]=2)[CH:16]=[C:15]1[CH2:24][CH2:25][NH:26][S:27]([CH2:30][C:31]1[CH:36]=[CH:35][C:34]([Cl:37])=[C:33]([Cl:38])[CH:32]=1)(=[O:29])=[O:28])([C:8]1[CH:13]=[CH:12][CH:11]=[CH:10][CH:9]=1)[C:2]1[CH:7]=[CH:6][CH:5]=[CH:4][CH:3]=1.C([O:41][C:42](=[O:53])[C:43]1[CH:48]=[CH:47][C:46]([CH2:49][CH2:50][CH:51]=O)=[CH:45][CH:44]=1)C.C([SiH](CC)CC)C.S([O-])([O-])(=O)=O.[Mg+2].B(F)(F)F.CCOCC.FC(F)(F)C(O)=O.C(O)(=O)C. The catalyst is ClCCl. The yield is 0.520. (5) The reactants are [CH2:1]([C:3]1[C:12]([NH2:13])=[C:11]2[C:6]([CH:7]=[CH:8][CH:9]=[N:10]2)=[CH:5][CH:4]=1)[CH3:2].[C:14]1([S:20](Cl)(=[O:22])=[O:21])[CH:19]=[CH:18][CH:17]=[CH:16][CH:15]=1. The catalyst is CN(C1C=CN=CC=1)C. The product is [CH2:1]([C:3]1[C:12]([NH:13][S:20]([C:14]2[CH:19]=[CH:18][CH:17]=[CH:16][CH:15]=2)(=[O:22])=[O:21])=[C:11]2[C:6]([CH:7]=[CH:8][CH:9]=[N:10]2)=[CH:5][CH:4]=1)[CH3:2]. The yield is 0.150. (6) The reactants are Cl[S:2]([C:5]1[CH:6]=[C:7]([CH:11]=[CH:12][CH:13]=1)[C:8]([OH:10])=O)(=[O:4])=[O:3].[NH2:14][C:15]1[CH:16]=[CH:17][C:18]([Cl:21])=[N:19][CH:20]=1.[NH2:22][C:23]1[CH:32]=[CH:31][C:30]([Br:33])=[CH:29][C:24]=1[C:25]([O:27]C)=[O:26]. No catalyst specified. The product is [Br:33][C:30]1[CH:31]=[CH:32][C:23]([NH:22][C:8](=[O:10])[C:7]2[CH:11]=[CH:12][CH:13]=[C:5]([S:2](=[O:3])(=[O:4])[NH:14][C:15]3[CH:20]=[N:19][C:18]([Cl:21])=[CH:17][CH:16]=3)[CH:6]=2)=[C:24]([CH:29]=1)[C:25]([OH:27])=[O:26]. The yield is 0.250.